Dataset: Catalyst prediction with 721,799 reactions and 888 catalyst types from USPTO. Task: Predict which catalyst facilitates the given reaction. (1) Reactant: [CH3:1][C:2]1([CH3:8])[CH2:6][CH2:5][CH2:4][C:3]1=[O:7].[Li+].CC([N-]C(C)C)C.C1(N([S:24]([C:27]([F:30])([F:29])[F:28])(=[O:26])=[O:25])[S:24]([C:27]([F:30])([F:29])[F:28])(=[O:26])=[O:25])C=CC=CC=1. Product: [F:28][C:27]([F:30])([F:29])[S:24]([O:7][C:3]1[C:2]([CH3:8])([CH3:1])[CH2:6][CH2:5][CH:4]=1)(=[O:26])=[O:25]. The catalyst class is: 1. (2) Reactant: C(OC([CH:8]1[CH2:14][CH2:13][N:12]2[C:15]([CH3:18])=[CH:16][N:17]=[C:11]2[CH2:10][NH:9]1)=O)(C)(C)C.[ClH:19]. Product: [ClH:19].[ClH:19].[CH3:18][C:15]1[N:12]2[CH2:13][CH2:14][CH2:8][NH:9][CH2:10][C:11]2=[N:17][CH:16]=1. The catalyst class is: 12. (3) Reactant: N1C=CC=C[CH:2]=1.C(OC(=O)C)(=O)C.CN(C1C=CC=CN=1)C.[C:23]([O:26][C:27]1[CH:32]=[C:31]([CH3:33])[CH:30]=[C:29]([F:34])[C:28]=1[C:35](=[O:46])[C:36]1[CH:41]=[CH:40][C:39]([O:42][CH2:43][CH2:44]C)=[CH:38][CH:37]=1)(=[O:25])[CH3:24]. Product: [C:23]([O:26][C:27]1[CH:32]=[C:31]([CH3:33])[CH:30]=[C:29]([F:34])[C:28]=1[C:35](=[O:46])[C:36]1[CH:41]=[CH:40][C:39]([O:42][CH:43]([CH3:2])[CH3:44])=[CH:38][CH:37]=1)(=[O:25])[CH3:24]. The catalyst class is: 2. (4) Reactant: C([O:3][C:4](=O)[NH:5][CH2:6][CH2:7][C:8]1[CH:12]=[CH:11][S:10][CH:9]=1)C.O=P12OP3(OP(OP(O3)(O1)=O)(=O)O2)=O. Product: [S:10]1[C:9]2[C:4](=[O:3])[NH:5][CH2:6][CH2:7][C:8]=2[CH:12]=[CH:11]1. The catalyst class is: 265. (5) Reactant: [H-].[Na+].[OH2:3].Cl[C:5]1[C:13]([N+:14]([O-:16])=[O:15])=[CH:12][CH:11]=[C:10]([Cl:17])[C:6]=1[C:7]([NH2:9])=[O:8]. Product: [Cl:17][C:10]1[C:6]([C:7]([NH2:9])=[O:8])=[C:5]([OH:3])[C:13]([N+:14]([O-:16])=[O:15])=[CH:12][CH:11]=1. The catalyst class is: 1. (6) Reactant: C(O)(=O)C.O=[C:6]1[CH2:10][CH2:9][N:8](C(O)=O)[CH2:7]1.[Cl:14][C:15]1[CH:16]=[C:17]([NH:22][C:23]2[CH:28]=[CH:27][CH:26]=[CH:25][CH:24]=2)[CH:18]=[CH:19][C:20]=1[Cl:21].C(O[BH-](OC(=O)C)OC(=O)C)(=O)C.[Na+]. Product: [ClH:14].[ClH:14].[Cl:14][C:15]1[CH:16]=[C:17]([N:22]([C:23]2[CH:28]=[CH:27][CH:26]=[CH:25][CH:24]=2)[CH:6]2[CH2:10][CH2:9][NH:8][CH2:7]2)[CH:18]=[CH:19][C:20]=1[Cl:21]. The catalyst class is: 4. (7) Reactant: Br[C:2]1[CH:7]=[C:6]([Cl:8])[N:5]=[N:4][C:3]=1[NH2:9].Br[CH2:11][C:12]([C:14]1[CH:19]=[CH:18][N:17]=[CH:16][CH:15]=1)=O.[NH:20]1[CH2:25][CH2:24][O:23][CH2:22][CH2:21]1. Product: [Cl:8][C:6]1[CH:7]=[C:2]([N:20]2[CH2:25][CH2:24][O:23][CH2:22][CH2:21]2)[C:3]2[N:4]([CH:11]=[C:12]([C:14]3[CH:19]=[CH:18][N:17]=[CH:16][CH:15]=3)[N:9]=2)[N:5]=1. The catalyst class is: 8. (8) Reactant: [C:1]([N:4]1[C:12]2[C:7](=[CH:8][CH:9]=[C:10]([F:13])[CH:11]=2)[C:6](=[C:14]([O:26][CH3:27])[C:15]2[CH:20]=[CH:19][C:18]([NH:21][CH3:22])=[C:17]([N+:23]([O-])=O)[CH:16]=2)[C:5]1=[O:28])(=[O:3])[CH3:2].[H][H].[CH:31](O)=O. Product: [C:1]([N:4]1[C:12]2[C:7](=[CH:8][CH:9]=[C:10]([F:13])[CH:11]=2)[C:6](=[C:14]([O:26][CH3:27])[C:15]2[CH:20]=[CH:19][C:18]3[N:21]([CH3:31])[CH:22]=[N:23][C:17]=3[CH:16]=2)[C:5]1=[O:28])(=[O:3])[CH3:2]. The catalyst class is: 181.